From a dataset of Full USPTO retrosynthesis dataset with 1.9M reactions from patents (1976-2016). Predict the reactants needed to synthesize the given product. (1) The reactants are: [C:1]([Si:5]([CH3:25])([CH3:24])[O:6][C:7]1[CH:8]=[C:9]2[C:17](=[CH:18][CH:19]=1)[NH:16][C:15]1[C:14]3[CH:20]=[CH:21][CH:22]=[CH:23][C:13]=3[S:12][CH2:11][C:10]2=1)([CH3:4])([CH3:3])[CH3:2].[H-].[Na+].[C:28](Cl)(=[O:30])[CH3:29]. Given the product [C:1]([Si:5]([CH3:25])([CH3:24])[O:6][C:7]1[CH:8]=[C:9]2[C:17](=[CH:18][CH:19]=1)[N:16]([C:28](=[O:30])[CH3:29])[C:15]1[C:14]3[CH:20]=[CH:21][CH:22]=[CH:23][C:13]=3[S:12][CH2:11][C:10]2=1)([CH3:4])([CH3:3])[CH3:2], predict the reactants needed to synthesize it. (2) The reactants are: Cl[CH2:2][CH2:3][NH:4][C:5]([C:7]1[NH:8][C:9]2[C:14]([CH:15]=1)=[CH:13][CH:12]=[CH:11][C:10]=2[N+:16]([O-:18])=[O:17])=O.COC1C=CC(P2(SP(C3C=CC(OC)=CC=3)(=S)S2)=[S:28])=CC=1. Given the product [S:28]1[CH2:2][CH2:3][N:4]=[C:5]1[C:7]1[NH:8][C:9]2[C:14]([CH:15]=1)=[CH:13][CH:12]=[CH:11][C:10]=2[N+:16]([O-:18])=[O:17], predict the reactants needed to synthesize it. (3) Given the product [CH2:3]([CH:2]([N:18]([C:19]1[CH:24]=[CH:23][C:22]([O:25][CH3:26])=[CH:21][CH:20]=1)[S:15]([C:12]1[CH:13]=[CH:14][C:9]([O:8][CH3:7])=[CH:10][CH:11]=1)(=[O:17])=[O:16])[CH2:5][CH3:6])[CH3:4], predict the reactants needed to synthesize it. The reactants are: Br[CH:2]([CH2:5][CH3:6])[CH2:3][CH3:4].[CH3:7][O:8][C:9]1[CH:14]=[CH:13][C:12]([S:15]([NH:18][C:19]2[CH:24]=[CH:23][C:22]([O:25][CH3:26])=[CH:21][CH:20]=2)(=[O:17])=[O:16])=[CH:11][CH:10]=1. (4) The reactants are: C([O:8][C:9]1[CH:14]=[CH:13][C:12]([CH2:15][CH3:16])=[C:11]([O:17][CH2:18][O:19][CH3:20])[CH:10]=1)C1C=CC=CC=1. Given the product [CH2:15]([C:12]1[CH:13]=[CH:14][C:9]([OH:8])=[CH:10][C:11]=1[O:17][CH2:18][O:19][CH3:20])[CH3:16], predict the reactants needed to synthesize it. (5) Given the product [C:39]([O:44][CH3:45])(=[O:43])[C:40]([CH3:42])=[CH2:41].[C:39]([OH:44])(=[O:43])[C:40]([CH3:42])=[CH2:41].[CH:2]([C:3]1[CH:8]=[CH:7][CH:6]=[CH:5][C:4]=1[CH:23]=[CH2:24])=[CH2:1], predict the reactants needed to synthesize it. The reactants are: [CH2:1]=[CH:2][C:3]1[CH:8]=[CH:7][C:6](S([O-])(=O)=O)=[CH:5][CH:4]=1.[Na+].S([O-])([O-])(=O)=O.[Na+].[Na+].N(C(C)(CC(C)C)C#N)=N[C:23](C)(CC(C)C)[C:24]#N.[C:39]([O:44][CH3:45])(=[O:43])[C:40]([CH3:42])=[CH2:41]. (6) Given the product [CH2:1]([O:8][CH2:9][N:10]1[C:18]2[C:17]([NH2:19])=[N:16][C:15]([CH2:20][CH2:21][CH2:22][CH3:23])=[N:14][C:13]=2[C:12]([I:24])=[C:11]1[CH3:25])[C:2]1[CH:7]=[CH:6][CH:5]=[CH:4][CH:3]=1, predict the reactants needed to synthesize it. The reactants are: [CH2:1]([O:8][CH2:9][N:10]1[C:18]2[C:17]([NH2:19])=[N:16][C:15]([CH2:20][CH2:21][CH2:22][CH3:23])=[N:14][C:13]=2[C:12]([I:24])=[CH:11]1)[C:2]1[CH:7]=[CH:6][CH:5]=[CH:4][CH:3]=1.[CH2:25](OCN1C2C(Cl)=NC(CCCC)=NC=2C(I)=C1C)C1C=CC=CC=1. (7) Given the product [CH3:1][O:2][C:3](=[O:13])[CH2:4][C:5]1[CH:10]=[CH:9][CH:8]=[C:7]([CH:11]=[O:15])[CH:6]=1, predict the reactants needed to synthesize it. The reactants are: [CH3:1][O:2][C:3](=[O:13])[CH2:4][C:5]1[CH:10]=[CH:9][CH:8]=[C:7]([CH2:11]Br)[CH:6]=1.I([O-])(=O)(=O)=[O:15].[Na+]. (8) Given the product [F:15][C:16]1[CH:17]=[CH:18][C:19]([OH:24])=[C:20]([C:21]2[NH:1][N:2]=[C:3]([C:4]3[CH:5]=[N:6][CH:7]=[CH:8][C:9]=3[C:10]([F:11])([F:12])[F:13])[N:14]=2)[CH:23]=1, predict the reactants needed to synthesize it. The reactants are: [NH2:1][NH:2][C:3](=[NH:14])[C:4]1[C:9]([C:10]([F:13])([F:12])[F:11])=[CH:8][CH:7]=[N:6][CH:5]=1.[F:15][C:16]1[CH:17]=[CH:18][C:19]([OH:24])=[C:20]([CH:23]=1)[CH:21]=O.